From a dataset of Full USPTO retrosynthesis dataset with 1.9M reactions from patents (1976-2016). Predict the reactants needed to synthesize the given product. (1) Given the product [NH2:5][C:4]1[N:14]([CH2:7][C:8]2[CH:13]=[CH:12][CH:11]=[CH:10][CH:9]=2)[N:1]=[C:2]([CH3:6])[CH:3]=1, predict the reactants needed to synthesize it. The reactants are: [NH2:1]/[C:2](/[CH3:6])=[CH:3]\[C:4]#[N:5].[CH2:7]([NH:14]N)[C:8]1[CH:13]=[CH:12][CH:11]=[CH:10][CH:9]=1. (2) Given the product [CH3:11][O:12][C:13](=[O:28])[CH:14]([C:15]1[C:16]([F:27])=[CH:17][CH:18]=[C:19]2[C:24]=1[N:23]=[C:22]([O:25][CH3:26])[CH:21]=[CH:20]2)[CH2:30][N:31]1[C:35](=[O:36])[C:34]2[C:33](=[CH:40][CH:39]=[CH:38][CH:37]=2)[C:32]1=[O:41], predict the reactants needed to synthesize it. The reactants are: [Li+].C[Si]([N-][Si](C)(C)C)(C)C.[CH3:11][O:12][C:13](=[O:28])[CH2:14][C:15]1[C:16]([F:27])=[CH:17][CH:18]=[C:19]2[C:24]=1[N:23]=[C:22]([O:25][CH3:26])[CH:21]=[CH:20]2.Br[CH2:30][N:31]1[C:35](=[O:36])[C:34]2=[CH:37][CH:38]=[CH:39][CH:40]=[C:33]2[C:32]1=[O:41]. (3) Given the product [N:36]1([CH2:22][CH:20]2[CH2:19][O:18][C:17]([C:14]3[CH:13]=[CH:12][C:11]([O:10][CH2:9][CH2:8][CH2:7][N:1]4[CH2:2][CH2:3][CH2:4][CH2:5][CH2:6]4)=[CH:16][CH:15]=3)=[N:21]2)[CH2:41][CH2:40][CH2:39][CH2:38][CH2:37]1, predict the reactants needed to synthesize it. The reactants are: [N:1]1([CH2:7][CH2:8][CH2:9][O:10][C:11]2[CH:16]=[CH:15][C:14]([C:17]3[O:18][CH2:19][CH:20]([CH2:22]O)[N:21]=3)=[CH:13][CH:12]=2)[CH2:6][CH2:5][CH2:4][CH2:3][CH2:2]1.C(N(CC)CC)C.CS(Cl)(=O)=O.[NH:36]1[CH2:41][CH2:40][CH2:39][CH2:38][CH2:37]1. (4) Given the product [CH3:22][C:21]1[C:16]([CH2:15][N:14]([CH2:34][C:29]2[C:28]([CH:25]([CH3:27])[CH3:26])=[CH:33][CH:32]=[CH:31][N:30]=2)[C@H:11]2[CH2:10][CH2:9][C@H:8]([NH2:7])[CH2:13][CH2:12]2)=[N:17][CH:18]=[C:19]([CH3:23])[CH:20]=1, predict the reactants needed to synthesize it. The reactants are: C(OC(=O)[NH:7][C@H:8]1[CH2:13][CH2:12][C@H:11]([NH:14][CH2:15][C:16]2[C:21]([CH3:22])=[CH:20][C:19]([CH3:23])=[CH:18][N:17]=2)[CH2:10][CH2:9]1)(C)(C)C.[CH:25]([C:28]1[C:29]([CH:34]=O)=[N:30][CH:31]=[CH:32][CH:33]=1)([CH3:27])[CH3:26].[BH-](OC(C)=O)(OC(C)=O)OC(C)=O.[Na+].